Binary Classification. Given a miRNA mature sequence and a target amino acid sequence, predict their likelihood of interaction. From a dataset of Experimentally validated miRNA-target interactions with 360,000+ pairs, plus equal number of negative samples. (1) The miRNA is mmu-miR-3085-3p with sequence UCUGGCUGCUAUGGCCCCCUC. The protein sequence of the target gene is MAGFAELGLSSWLVEQCRQLGLKQPTPVQLGCIPAILEGRDCLGCAKTGSGKTAAFVLPILQKLSEDPYGIFCLVLTPTRELAYQIAEQFRVLGKPLGLKDCIIVGGMDMVAQALELSRKPHVVIATPGRLADHLRSSNTFSIKKIRFLVMDEADRLLEQGCTDFTVDLEAILAAVPARRQTLLFSATLTDTLRELQGLATNQPFFWEAQAPVSTVEQLDQRYLLVPEKVKDAYLVHLIQRFQDEHEDWSIIIFTNTCKTCQILCMMLRKFSFPTVALHSMMKQKERFAALAKFKSSIYR.... Result: 0 (no interaction). (2) The miRNA is hsa-miR-6742-5p with sequence AGUGGGGUGGGACCCAGCUGUU. The protein sequence of the target gene is MHRTTRIKITELNPHLMCVLCGGYFIDATTIIECLHSFCKTCIVRYLETSKYCPICDVQVHKTRPLLNIRSDKTLQDIVYKLVPGLFKNEMKRRRDFYAAHPSADAANGSNEDRGEVADEEKRIITDDEIISLSIEFFDQSRLDRKVNKEKPKEEVNDKRYLRCPAAMTVMHLRKFLRSKMDIPNTFQIDVMYEEEPLKDYYTLMDIAYIYTWRRNGPLPLKYRVRPTCKRMKMSHQRDGLTNAGELESDSGSDKANSPAGGVPSTSSCLPSPSTPVQSPHPQFPHISSTMNGTSNSPSA.... Result: 0 (no interaction). (3) The miRNA is hsa-miR-6789-3p with sequence CGGCGCCCGUGUCUCCUCCAG. The protein sequence of the target gene is MFASCHCVPRGRRTMKMIHFRSSSVKSLSQEMRCTIRLLDDSEISCHIQRETKGQFLIDHICNYYSLLEKDYFGIRYVDPEKQRHWLEPNKSIFKQMKTHPPYTMCFRVKFYPHEPLKIKEELTRYLLYLQIKRDIFHGRLLCSFSDAAYLGACIVQAELGDYDPDEHPENYISEFEIFPKQSQKLERKIVEIHKNELRGQSPPVAEFNLLLKAHTLETYGVDPHPCKDSTGTTTFLGFTAAGFVVFQGNKRIHLIKWPDVCKLKFEGKTFYVIGTQKEKKAMLAFHTSTPAACKHLWKC.... Result: 0 (no interaction).